From a dataset of Peptide-MHC class II binding affinity with 134,281 pairs from IEDB. Regression. Given a peptide amino acid sequence and an MHC pseudo amino acid sequence, predict their binding affinity value. This is MHC class II binding data. (1) The peptide sequence is AVQVTFTVQKGSDPK. The MHC is HLA-DQA10102-DQB10602 with pseudo-sequence HLA-DQA10102-DQB10602. The binding affinity (normalized) is 0.484. (2) The peptide sequence is GELQIVDKIDAFFKI. The MHC is DRB1_0101 with pseudo-sequence DRB1_0101. The binding affinity (normalized) is 0.486. (3) The peptide sequence is KGSNEKHLAVLVKYE. The MHC is DRB1_0405 with pseudo-sequence DRB1_0405. The binding affinity (normalized) is 0.221. (4) The peptide sequence is INDPTAAAIAYGLDR. The MHC is HLA-DQA10401-DQB10402 with pseudo-sequence HLA-DQA10401-DQB10402. The binding affinity (normalized) is 0.545. (5) The peptide sequence is CDASILIDPLSNQSA. The MHC is HLA-DQA10101-DQB10501 with pseudo-sequence HLA-DQA10101-DQB10501. The binding affinity (normalized) is 0.0607. (6) The MHC is DRB1_0401 with pseudo-sequence DRB1_0401. The binding affinity (normalized) is 0.498. The peptide sequence is SQDLELSWNLNGPQAY. (7) The MHC is HLA-DPA10103-DPB10301 with pseudo-sequence HLA-DPA10103-DPB10301. The binding affinity (normalized) is 0.336. The peptide sequence is LLGQNTAAIAAIEAQ. (8) The peptide sequence is SMGDDHFWAVRGGGGESFGI. The MHC is HLA-DPA10201-DPB11401 with pseudo-sequence HLA-DPA10201-DPB11401. The binding affinity (normalized) is 0.351. (9) The peptide sequence is QDVLLFTPASTEPQS. The MHC is DRB1_0401 with pseudo-sequence DRB1_0401. The binding affinity (normalized) is 0.699. (10) The peptide sequence is GELMIVDKIDAAFKI. The MHC is DRB1_1302 with pseudo-sequence DRB1_1302. The binding affinity (normalized) is 0.391.